This data is from Full USPTO retrosynthesis dataset with 1.9M reactions from patents (1976-2016). The task is: Predict the reactants needed to synthesize the given product. (1) Given the product [Cl:2][C:3]1[CH:8]=[CH:7][C:6]([F:9])=[CH:5][C:4]=1[CH:10]1[CH2:11][CH2:12][N:13]([C:32]([C:29]2[C:26]3[CH2:27][CH2:28][N:23]([C:21]([O:20][C:16]([CH3:19])([CH3:18])[CH3:17])=[O:22])[CH2:24][C:25]=3[NH:31][N:30]=2)=[O:33])[CH2:14][CH2:15]1, predict the reactants needed to synthesize it. The reactants are: Cl.[Cl:2][C:3]1[CH:8]=[CH:7][C:6]([F:9])=[CH:5][C:4]=1[CH:10]1[CH2:15][CH2:14][NH:13][CH2:12][CH2:11]1.[C:16]([O:20][C:21]([N:23]1[CH2:28][CH2:27][C:26]2[C:29]([C:32](O)=[O:33])=[N:30][NH:31][C:25]=2[CH2:24]1)=[O:22])([CH3:19])([CH3:18])[CH3:17].C(N(C(C)C)CC)(C)C.CCN=C=NCCCN(C)C.C1C=CC2N(O)N=NC=2C=1. (2) Given the product [C:2]1([CH3:12])[CH:3]=[CH:4][C:5]([S:8]([OH:11])(=[O:9])=[O:10])=[CH:6][CH:7]=1.[N:13]1[CH:18]=[CH:17][C:16]([C:19]2[NH:23][N:22]=[C:21]([C:24]3[CH:29]=[CH:28][N:27]=[C:26]([C:30]#[N:31])[CH:25]=3)[N:20]=2)=[CH:15][CH:14]=1, predict the reactants needed to synthesize it. The reactants are: O.[C:2]1([CH3:12])[CH:7]=[CH:6][C:5]([S:8]([OH:11])(=[O:10])=[O:9])=[CH:4][CH:3]=1.[N:13]1[CH:18]=[CH:17][C:16]([C:19]2[NH:23][N:22]=[C:21]([C:24]3[CH:29]=[CH:28][N:27]=[C:26]([C:30]#[N:31])[CH:25]=3)[N:20]=2)=[CH:15][CH:14]=1.